This data is from Forward reaction prediction with 1.9M reactions from USPTO patents (1976-2016). The task is: Predict the product of the given reaction. (1) The product is: [C:24]([C:15]1[CH:16]=[CH:17][C:5]2[O:4][CH:3]([C:2]([F:1])([F:18])[F:19])[C:8]([C:9]([O:11][CH2:12][CH3:13])=[O:10])=[CH:7][C:6]=2[CH:14]=1)(=[O:31])[C:25]1[CH:30]=[CH:29][CH:28]=[CH:27][CH:26]=1. Given the reactants [F:1][C:2]([F:19])([F:18])[CH:3]1[C:8]([C:9]([O:11][CH2:12][CH3:13])=[O:10])=[CH:7][C:6]2[CH:14]=[CH:15][CH:16]=[CH:17][C:5]=2[O:4]1.[Cl-].[Al+3].[Cl-].[Cl-].[C:24](Cl)(=[O:31])[C:25]1[CH:30]=[CH:29][CH:28]=[CH:27][CH:26]=1.Cl, predict the reaction product. (2) Given the reactants [Cl:1][C:2]1[C:3]([O:11][CH2:12][C:13]2[CH:18]=[CH:17][CH:16]=[C:15]([C:19]3[CH:28]=[CH:27][C:22]4[O:23][CH2:24][CH2:25][O:26][C:21]=4[CH:20]=3)[C:14]=2[CH3:29])=[CH:4][C:5]([OH:10])=[C:6]([CH:9]=1)[CH:7]=[O:8].C(=O)([O-])[O-].[Cs+].[Cs+].Cl[CH2:37][C:38]1[CH:39]=[N:40][CH:41]=[C:42]([CH:45]=1)[C:43]#[N:44], predict the reaction product. The product is: [Cl:1][C:2]1[C:3]([O:11][CH2:12][C:13]2[CH:18]=[CH:17][CH:16]=[C:15]([C:19]3[CH:28]=[CH:27][C:22]4[O:23][CH2:24][CH2:25][O:26][C:21]=4[CH:20]=3)[C:14]=2[CH3:29])=[CH:4][C:5]([O:10][CH2:37][C:38]2[CH:39]=[N:40][CH:41]=[C:42]([CH:45]=2)[C:43]#[N:44])=[C:6]([CH:7]=[O:8])[CH:9]=1. (3) Given the reactants [NH2:1][CH2:2][C:3]1[CH:16]=[CH:15][C:14]2[O:13][C:12]3[C:7]4=[C:8]([C:17](=[O:20])[NH:18][N:19]=[C:6]4[C:5]=2[CH:4]=1)[CH:9]=[CH:10][CH:11]=3.[CH3:21][N:22]([C:24]1[CH:29]=[CH:28][C:27]([N:30]=[N:31][C:32]2[CH:37]=[CH:36][C:35]([S:38](Cl)(=[O:40])=[O:39])=[CH:34][CH:33]=2)=[CH:26][CH:25]=1)[CH3:23], predict the reaction product. The product is: [CH3:21][N:22]([CH3:23])[C:24]1[CH:25]=[CH:26][C:27]([N:30]=[N:31][C:32]2[CH:37]=[CH:36][C:35]([S:38]([NH:1][CH2:2][C:3]3[CH:16]=[CH:15][C:14]4[O:13][C:12]5[C:7]6=[C:8]([C:17](=[O:20])[NH:18][N:19]=[C:6]6[C:5]=4[CH:4]=3)[CH:9]=[CH:10][CH:11]=5)(=[O:40])=[O:39])=[CH:34][CH:33]=2)=[CH:28][CH:29]=1. (4) Given the reactants Cl.[NH:2]1[C:6]2[CH:7]=[CH:8][C:9]([C:11]3[N:16]=[C:15]4[N:17]([CH2:21][CH:22]5[CH2:27][CH2:26][O:25][CH2:24][CH2:23]5)[C:18](=[O:20])[NH:19][C:14]4=[N:13][CH:12]=3)=[CH:10][C:5]=2[N:4]=[CH:3]1.C[Sn](C)(C)C1C=CC2NC(C(OC(C)(C)C)=O)=NC=2C=1.BrC1N=C2N(CC3CCOCC3)C(=O)NC2=NC=1, predict the reaction product. The product is: [NH:2]1[C:6]2[CH:7]=[CH:8][C:9]([C:11]3[N:16]=[C:15]4[N:17]([CH2:21][CH:22]5[CH2:27][CH2:26][O:25][CH2:24][CH2:23]5)[C:18](=[O:20])[NH:19][C:14]4=[N:13][CH:12]=3)=[CH:10][C:5]=2[N:4]=[CH:3]1. (5) Given the reactants [Br:1][C:2]1[C:7]2[O:8][CH2:9][C@H:10]([NH:26]C(=O)OC(C)(C)C)[C:11](=[O:25])[N:12]([CH2:13][C:14]3[C:23]4[C:18](=[CH:19][CH:20]=[CH:21][CH:22]=4)[CH:17]=[CH:16][C:15]=3[CH3:24])[C:6]=2[CH:5]=[CH:4][CH:3]=1.[C:34]([OH:40])([C:36]([F:39])([F:38])[F:37])=[O:35], predict the reaction product. The product is: [F:37][C:36]([F:39])([F:38])[C:34]([OH:40])=[O:35].[NH2:26][C@H:10]1[CH2:9][O:8][C:7]2[C:2]([Br:1])=[CH:3][CH:4]=[CH:5][C:6]=2[N:12]([CH2:13][C:14]2[C:23]3[C:18](=[CH:19][CH:20]=[CH:21][CH:22]=3)[CH:17]=[CH:16][C:15]=2[CH3:24])[C:11]1=[O:25]. (6) Given the reactants [N:1]([CH2:4][CH2:5][C:6]([C:9]1[CH:14]=[CH:13][C:12]([C:15]2[O:16][CH:17]=[CH:18][CH:19]=2)=[CH:11][CH:10]=1)([CH3:8])[CH3:7])=[N+]=[N-].C1(P(C2C=CC=CC=2)C2C=CC=CC=2)C=CC=CC=1.O.[C:40](O[C:40]([O:42][C:43]([CH3:46])([CH3:45])[CH3:44])=[O:41])([O:42][C:43]([CH3:46])([CH3:45])[CH3:44])=[O:41], predict the reaction product. The product is: [C:43]([O:42][C:40](=[O:41])[NH:1][CH2:4][CH2:5][C:6]([C:9]1[CH:14]=[CH:13][C:12]([C:15]2[O:16][CH:17]=[CH:18][CH:19]=2)=[CH:11][CH:10]=1)([CH3:8])[CH3:7])([CH3:46])([CH3:45])[CH3:44].